Dataset: Full USPTO retrosynthesis dataset with 1.9M reactions from patents (1976-2016). Task: Predict the reactants needed to synthesize the given product. Given the product [NH2:1][C:2]1[C:7]([C:8]([C:10]2[CH:15]=[CH:14][C:13]([C:16]([F:17])([F:19])[F:18])=[CH:12][C:11]=2[O:20][CH3:21])=[O:9])=[CH:6][N:5]=[C:4]([NH:43][CH:40]2[CH2:41][CH2:42][N:37]([S:34]([CH3:33])(=[O:36])=[O:35])[CH2:38][CH2:39]2)[N:3]=1, predict the reactants needed to synthesize it. The reactants are: [NH2:1][C:2]1[C:7]([C:8]([C:10]2[CH:15]=[CH:14][C:13]([C:16]([F:19])([F:18])[F:17])=[CH:12][C:11]=2[O:20][CH3:21])=[O:9])=[CH:6][N:5]=[C:4](S(CC)=O)[N:3]=1.FC(F)(F)C(O)=O.[CH3:33][S:34]([N:37]1[CH2:42][CH2:41][CH:40]([NH2:43])[CH2:39][CH2:38]1)(=[O:36])=[O:35].